Dataset: Reaction yield outcomes from USPTO patents with 853,638 reactions. Task: Predict the reaction yield, written as a fraction of the theoretical maximum amount of product (1.0 means a 100% yield; for example, 0.34 means a 34% yield). (1) The reactants are [H-].[Na+].[C:3]([CH2:5]P(=O)(OCC)OCC)#[N:4].[O:14]1[C:18]2[C:19]3[C:20](=O)[CH2:21][CH2:22][C:23]=3[CH:24]=[CH:25][C:17]=2[N:16]=[CH:15]1.[Cl-].[NH4+]. The catalyst is O1CCCC1. The product is [O:14]1[C:18]2[C:19]3[C:20](=[CH:5][C:3]#[N:4])[CH2:21][CH2:22][C:23]=3[CH:24]=[CH:25][C:17]=2[N:16]=[CH:15]1. The yield is 0.730. (2) The reactants are [H-].[Na+].[NH2:3][C:4]1[CH:9]=[CH:8][CH:7]=[CH:6][C:5]=1[S:10]([CH:13]([CH3:15])[CH3:14])(=[O:12])=[O:11].[Cl:16][C:17]1[N:22]=[C:21](Cl)[CH:20]=[CH:19][N:18]=1. The catalyst is CN(C=O)C. The product is [Cl:16][C:17]1[N:22]=[C:21]([NH:3][C:4]2[CH:9]=[CH:8][CH:7]=[CH:6][C:5]=2[S:10]([CH:13]([CH3:15])[CH3:14])(=[O:12])=[O:11])[CH:20]=[CH:19][N:18]=1. The yield is 0.170. (3) The reactants are [CH2:1]([C@@:4]1([C:20]2[CH:25]=[CH:24][CH:23]=[CH:22][CH:21]=2)[O:9][C:8](=[O:10])[N:7]([C@H:11]([C:13]2[CH:18]=[CH:17][C:16]([Br:19])=[CH:15][CH:14]=2)[CH3:12])[CH2:6][CH2:5]1)[CH:2]=[CH2:3].[O:26]1CCCC1. No catalyst specified. The product is [Br:19][C:16]1[CH:15]=[CH:14][C:13]([C@@H:11]([N:7]2[CH2:6][CH2:5][C@:4]([CH2:1][CH2:2][CH2:3][OH:26])([C:20]3[CH:25]=[CH:24][CH:23]=[CH:22][CH:21]=3)[O:9][C:8]2=[O:10])[CH3:12])=[CH:18][CH:17]=1. The yield is 0.400. (4) The product is [CH3:18][N:19]1[CH2:24][CH2:23][N:22]([C:2]2[CH:3]=[CH:4][C:5]([N+:15]([O-:17])=[O:16])=[C:6]([NH:8][C:9]3[CH:14]=[CH:13][CH:12]=[CH:11][CH:10]=3)[CH:7]=2)[CH2:21][CH2:20]1. The reactants are Br[C:2]1[CH:3]=[CH:4][C:5]([N+:15]([O-:17])=[O:16])=[C:6]([NH:8][C:9]2[CH:14]=[CH:13][CH:12]=[CH:11][CH:10]=2)[CH:7]=1.[CH3:18][N:19]1[CH2:24][CH2:23][NH:22][CH2:21][CH2:20]1. The catalyst is CN1C(=O)CCC1. The yield is 0.490.